Dataset: Full USPTO retrosynthesis dataset with 1.9M reactions from patents (1976-2016). Task: Predict the reactants needed to synthesize the given product. (1) Given the product [C:24]([C:2]1[N:6]([NH:7][C:8](=[O:18])[C:9]2[CH:14]=[CH:13][CH:12]=[CH:11][C:10]=2[O:15][CH2:16][CH3:17])[C:5]([CH2:19][CH2:20][CH3:21])=[N:4][C:3]=1[CH3:22])#[N:25], predict the reactants needed to synthesize it. The reactants are: Br[C:2]1[N:6]([NH:7][C:8](=[O:18])[C:9]2[CH:14]=[CH:13][CH:12]=[CH:11][C:10]=2[O:15][CH2:16][CH3:17])[C:5]([CH2:19][CH2:20][CH3:21])=[N:4][C:3]=1[CH3:22].[Cu][C:24]#[N:25].N1C=CC=CC=1.[I-].[K+]. (2) Given the product [CH3:48][O:47][C:45]([CH2:44][O:36][C:35](=[O:37])[C:34]1[CH:38]=[CH:39][C:31]([NH:30][C:28]([C@H:9]2[C@H:8]([C:4]3[CH:5]=[CH:6][CH:7]=[C:2]([Cl:1])[C:3]=3[F:42])[C@:12]([C:15]3[CH:20]=[CH:19][C:18]([Cl:21])=[CH:17][C:16]=3[F:22])([C:13]#[N:14])[C@H:11]([CH2:23][C:24]([CH3:26])([CH3:27])[CH3:25])[NH:10]2)=[O:29])=[C:32]([O:40][CH3:41])[CH:33]=1)=[O:46], predict the reactants needed to synthesize it. The reactants are: [Cl:1][C:2]1[C:3]([F:42])=[C:4]([C@@H:8]2[C@:12]([C:15]3[CH:20]=[CH:19][C:18]([Cl:21])=[CH:17][C:16]=3[F:22])([C:13]#[N:14])[C@H:11]([CH2:23][C:24]([CH3:27])([CH3:26])[CH3:25])[NH:10][C@H:9]2[C:28]([NH:30][C:31]2[CH:39]=[CH:38][C:34]([C:35]([OH:37])=[O:36])=[CH:33][C:32]=2[O:40][CH3:41])=[O:29])[CH:5]=[CH:6][CH:7]=1.O[CH2:44][C:45]([O:47][CH3:48])=[O:46]. (3) Given the product [S:49]1[C:53]2[CH:54]=[CH:55][C:56]([NH:58][C:13](=[O:15])[CH2:12][CH:4]3[C:5](=[O:11])[O:6][C:7]([CH3:9])([CH3:10])[CH2:8][N:3]3[CH2:1][CH3:2])=[CH:57][C:52]=2[N:51]=[CH:50]1, predict the reactants needed to synthesize it. The reactants are: [CH2:1]([N:3]1[CH2:8][C:7]([CH3:10])([CH3:9])[O:6][C:5](=[O:11])[CH:4]1[CH2:12][C:13]([OH:15])=O)[CH3:2].C(N(C(C)C)CC)(C)C.CN(C(ON1N=NC2C=CC=NC1=2)=[N+](C)C)C.F[P-](F)(F)(F)(F)F.[S:49]1[C:53]2[CH:54]=[CH:55][C:56]([NH2:58])=[CH:57][C:52]=2[N:51]=[CH:50]1. (4) The reactants are: [CH:1]1([NH:4][C:5]2[C:10]([NH2:11])=[N:9][CH:8]=[CH:7][N:6]=2)[CH2:3][CH2:2]1.C1N=CN([C:17](N2C=NC=C2)=[O:18])C=1.O. Given the product [CH:1]1([N:4]2[C:5]3=[N:6][CH:7]=[CH:8][N:9]=[C:10]3[NH:11][C:17]2=[O:18])[CH2:3][CH2:2]1, predict the reactants needed to synthesize it. (5) The reactants are: [NH2:1][C:2]1[CH:7]=[CH:6][C:5]([N:8]2[CH2:13][CH2:12][CH:11]([C:14]3[O:18][C:17](=[O:19])[N:16]([CH2:20][C:21]4[CH:26]=[CH:25][CH:24]=[CH:23][CH:22]=4)[N:15]=3)[CH2:10][CH2:9]2)=[CH:4][CH:3]=1.[N+:27]([C:30]1[O:34][C:33]([CH:35]=O)=[CH:32][CH:31]=1)([O-:29])=[O:28]. Given the product [CH2:20]([N:16]1[N:15]=[C:14]([CH:11]2[CH2:12][CH2:13][N:8]([C:5]3[CH:6]=[CH:7][C:2](/[N:1]=[CH:35]/[C:33]4[O:34][C:30]([N+:27]([O-:29])=[O:28])=[CH:31][CH:32]=4)=[CH:3][CH:4]=3)[CH2:9][CH2:10]2)[O:18][C:17]1=[O:19])[C:21]1[CH:26]=[CH:25][CH:24]=[CH:23][CH:22]=1, predict the reactants needed to synthesize it. (6) Given the product [Cl:7][C:5]1[N:6]=[C:2]([N:9]([CH3:10])[CH3:8])[S:3][CH:4]=1, predict the reactants needed to synthesize it. The reactants are: Cl[C:2]1[S:3][CH:4]=[C:5]([Cl:7])[N:6]=1.[CH3:8][NH:9][CH3:10]. (7) The reactants are: [C:1]([N:4]1[C:12]2[C:7](=[CH:8][C:9]([F:13])=[CH:10][CH:11]=2)[CH2:6][CH:5]1[C:14]([NH2:16])=O)(=[O:3])[CH3:2].C(N(CC)CC)C.ClC(Cl)(Cl)C(Cl)=O. Given the product [C:1]([N:4]1[C:12]2[C:7](=[CH:8][C:9]([F:13])=[CH:10][CH:11]=2)[CH2:6][CH:5]1[C:14]#[N:16])(=[O:3])[CH3:2], predict the reactants needed to synthesize it. (8) Given the product [P:1]([O:13][CH2:14][C@H:15]1[O:19][C@@H:18]([N:20]2[C:29]3[N:28]=[CH:27][N:26]=[C:24]([NH2:25])[C:23]=3[N:22]=[CH:21]2)[C@H:17]([OH:30])[C@@H:16]1[OH:31])([O:4][P:5]([OH:7])([OH:8])=[O:6])(=[O:2])[OH:3], predict the reactants needed to synthesize it. The reactants are: [P:1]([O:13][CH2:14][C@H:15]1[O:19][C@@H:18]([N:20]2[C:29]3[N:28]=[CH:27][N:26]=[C:24]([NH2:25])[C:23]=3[N:22]=[CH:21]2)[C@H:17]([OH:30])[C@@H:16]1[OH:31])([O:4][P:5]([O:8]P(O)(O)=O)([OH:7])=[O:6])(=[O:3])[OH:2].C(SSCCS([O-])(=O)=O)CS([O-])(=O)=O.[Na+].[Na+].C[C@@H](OC1C=C(C2C=NN(C3CCNCC3)C=2)C=NC=1N)C1C(Cl)=CC=C(F)C=1Cl.C[C@]12N3C4C=CC=CC=4C4C5CNC(=O)C=5C5=C(C=43)N(C3C=CC=CC=35)[C@H](O1)C[C@@H](NC)[C@H]2OC.